This data is from Full USPTO retrosynthesis dataset with 1.9M reactions from patents (1976-2016). The task is: Predict the reactants needed to synthesize the given product. (1) Given the product [O:21]([CH2:28][CH2:29][NH:30][C:2]1[N:9]=[C:8]([NH:10][C:11]2[CH:15]=[C:14]([CH3:16])[NH:13][N:12]=2)[CH:7]=[C:6]([C:17]([F:20])([F:19])[F:18])[C:3]=1[C:4]#[N:5])[C:22]1[CH:27]=[CH:26][CH:25]=[CH:24][CH:23]=1, predict the reactants needed to synthesize it. The reactants are: Cl[C:2]1[N:9]=[C:8]([NH:10][C:11]2[CH:15]=[C:14]([CH3:16])[NH:13][N:12]=2)[CH:7]=[C:6]([C:17]([F:20])([F:19])[F:18])[C:3]=1[C:4]#[N:5].[O:21]([CH2:28][CH2:29][NH2:30])[C:22]1[CH:27]=[CH:26][CH:25]=[CH:24][CH:23]=1.C(=O)([O-])O.[Na+].CS(C)=O. (2) Given the product [CH2:1]([O:4][N:5]1[C:26](=[O:28])[N:10]2[CH2:11][C@H:6]1[C:7]([CH3:15])=[CH:8][C@H:9]2[C:12]([NH2:14])=[O:13])[CH:2]=[CH2:3], predict the reactants needed to synthesize it. The reactants are: [CH2:1]([O:4][NH:5][C@H:6]1[CH2:11][NH:10][C@@H:9]([C:12]([NH2:14])=[O:13])[CH:8]=[C:7]1[CH3:15])[CH:2]=[CH2:3].C(N(CC)C(C)C)(C)C.Cl[C:26](Cl)([O:28]C(=O)OC(Cl)(Cl)Cl)Cl.